This data is from NCI-60 drug combinations with 297,098 pairs across 59 cell lines. The task is: Regression. Given two drug SMILES strings and cell line genomic features, predict the synergy score measuring deviation from expected non-interaction effect. Drug 1: CC12CCC3C(C1CCC2=O)CC(=C)C4=CC(=O)C=CC34C. Drug 2: C(CN)CNCCSP(=O)(O)O. Cell line: T-47D. Synergy scores: CSS=-8.71, Synergy_ZIP=-7.93, Synergy_Bliss=-22.4, Synergy_Loewe=-29.1, Synergy_HSA=-24.0.